Dataset: NCI-60 drug combinations with 297,098 pairs across 59 cell lines. Task: Regression. Given two drug SMILES strings and cell line genomic features, predict the synergy score measuring deviation from expected non-interaction effect. (1) Drug 1: C1=NC2=C(N=C(N=C2N1C3C(C(C(O3)CO)O)F)Cl)N. Drug 2: B(C(CC(C)C)NC(=O)C(CC1=CC=CC=C1)NC(=O)C2=NC=CN=C2)(O)O. Cell line: UACC62. Synergy scores: CSS=74.8, Synergy_ZIP=4.16, Synergy_Bliss=4.06, Synergy_Loewe=-0.776, Synergy_HSA=4.18. (2) Drug 1: CN1CCC(CC1)COC2=C(C=C3C(=C2)N=CN=C3NC4=C(C=C(C=C4)Br)F)OC. Drug 2: C1C(C(OC1N2C=NC3=C2NC=NCC3O)CO)O. Cell line: SF-268. Synergy scores: CSS=-1.06, Synergy_ZIP=4.28, Synergy_Bliss=1.58, Synergy_Loewe=-0.906, Synergy_HSA=-1.84. (3) Drug 1: CC(CN1CC(=O)NC(=O)C1)N2CC(=O)NC(=O)C2. Drug 2: CCCS(=O)(=O)NC1=C(C(=C(C=C1)F)C(=O)C2=CNC3=C2C=C(C=N3)C4=CC=C(C=C4)Cl)F. Cell line: HT29. Synergy scores: CSS=56.6, Synergy_ZIP=-1.04, Synergy_Bliss=-0.970, Synergy_Loewe=1.16, Synergy_HSA=3.93. (4) Drug 1: C1=CC(=CC=C1CCC2=CNC3=C2C(=O)NC(=N3)N)C(=O)NC(CCC(=O)O)C(=O)O. Drug 2: CC1C(C(=O)NC(C(=O)N2CCCC2C(=O)N(CC(=O)N(C(C(=O)O1)C(C)C)C)C)C(C)C)NC(=O)C3=C4C(=C(C=C3)C)OC5=C(C(=O)C(=C(C5=N4)C(=O)NC6C(OC(=O)C(N(C(=O)CN(C(=O)C7CCCN7C(=O)C(NC6=O)C(C)C)C)C)C(C)C)C)N)C. Cell line: SK-OV-3. Synergy scores: CSS=29.1, Synergy_ZIP=0.160, Synergy_Bliss=-2.36, Synergy_Loewe=-3.60, Synergy_HSA=-3.09.